Dataset: Catalyst prediction with 721,799 reactions and 888 catalyst types from USPTO. Task: Predict which catalyst facilitates the given reaction. (1) Reactant: [OH:1][C:2]1[CH:9]=[CH:8][C:5]([CH:6]=[O:7])=[CH:4][CH:3]=1.Cl[C:11]1[CH:18]=[CH:17][C:14]([C:15]#[N:16])=[CH:13][N:12]=1.C([O-])([O-])=O.[K+].[K+].CC(N(C)C)=O.C1(C)C=CC=CC=1. Product: [CH:6]([C:5]1[CH:8]=[CH:9][C:2]([O:1][C:11]2[CH:18]=[CH:17][C:14]([C:15]#[N:16])=[CH:13][N:12]=2)=[CH:3][CH:4]=1)=[O:7]. The catalyst class is: 13. (2) Reactant: [CH3:1][C:2]1[CH:3]=[C:4]([C:9](=O)[CH2:10][C:11]([O:13]C)=O)[CH:5]=[C:6]([CH3:8])[CH:7]=1.S([O-])([O-])(=O)=O.[CH3:21][NH2+:22][NH3+:23].C(N(CC)CC)C. Product: [CH3:1][C:2]1[CH:3]=[C:4]([C:9]2[CH:10]=[C:11]([OH:13])[N:22]([CH3:21])[N:23]=2)[CH:5]=[C:6]([CH3:8])[CH:7]=1. The catalyst class is: 8. (3) Reactant: [NH2:1][C:2]1[N:7]=[CH:6][N:5]=[C:4]([N:8]2[CH2:13][CH2:12][CH:11]([O:14][C:15](=[O:27])[NH:16][C:17]3[CH:22]=[CH:21][C:20]([O:23][CH:24]([CH3:26])[CH3:25])=[CH:19][CH:18]=3)[CH2:10][CH2:9]2)[C:3]=1[CH:28]=O.[CH3:30][O:31][NH2:32].Cl. Product: [NH2:1][C:2]1[N:7]=[CH:6][N:5]=[C:4]([N:8]2[CH2:13][CH2:12][CH:11]([O:14][C:15](=[O:27])[NH:16][C:17]3[CH:22]=[CH:21][C:20]([O:23][CH:24]([CH3:25])[CH3:26])=[CH:19][CH:18]=3)[CH2:10][CH2:9]2)[C:3]=1[CH:28]=[N:32][O:31][CH3:30]. The catalyst class is: 5. (4) Reactant: [F:1][C:2]1[CH:9]=[CH:8][C:5]([CH2:6][NH2:7])=[CH:4][C:3]=1[C:10]1[CH:11]=[N:12][C:13]([C:16]([F:19])([F:18])[F:17])=[N:14][CH:15]=1.[F:20][C:21]1[CH:26]=[CH:25][C:24]([S:27]([N:30]([CH2:34][C:35](O)=[O:36])[CH:31]([CH3:33])[CH3:32])(=[O:29])=[O:28])=[CH:23][CH:22]=1.CN(C(ON1N=NC2C=CC=NC1=2)=[N+](C)C)C.F[P-](F)(F)(F)(F)F.C(N(CC)C(C)C)(C)C.OS([O-])(=O)=O.[K+]. Product: [F:20][C:21]1[CH:22]=[CH:23][C:24]([S:27]([N:30]([CH:31]([CH3:33])[CH3:32])[CH2:34][C:35]([NH:7][CH2:6][C:5]2[CH:8]=[CH:9][C:2]([F:1])=[C:3]([C:10]3[CH:15]=[N:14][C:13]([C:16]([F:19])([F:17])[F:18])=[N:12][CH:11]=3)[CH:4]=2)=[O:36])(=[O:28])=[O:29])=[CH:25][CH:26]=1. The catalyst class is: 2. (5) Reactant: [N:1]1([C:6]([O:8][CH2:9][C@H:10]2[CH2:14][C@@H:13]([NH:15][S:16]([C:19]3[CH:24]=[C:23]([Br:25])[CH:22]=[CH:21][C:20]=3[Br:26])(=[O:18])=[O:17])[CH2:12][N:11]2[C:27]([O:29][C:30]([CH3:33])([CH3:32])[CH3:31])=[O:28])=[O:7])[CH:5]=[CH:4]N=[CH:2]1. Product: [Br:26][C:20]1[CH:21]=[CH:22][C:23]([Br:25])=[CH:24][C:19]=1[S:16]([NH:15][C@H:13]1[CH2:12][N:11]([C:27]([O:29][C:30]([CH3:32])([CH3:33])[CH3:31])=[O:28])[C@@H:10]([CH2:9][O:8][C:6]([N:1]([CH3:2])[CH2:5][C:4]2[CH:9]=[CH:10][CH:14]=[CH:13][CH:12]=2)=[O:7])[CH2:14]1)(=[O:18])=[O:17]. The catalyst class is: 308.